Binary Classification. Given a drug SMILES string, predict its activity (active/inactive) in a high-throughput screening assay against a specified biological target. From a dataset of Tyrosyl-DNA phosphodiesterase HTS with 341,365 compounds. (1) The compound is s1c(C2N=c3n([nH]cn3)C(C2)c2cc(OC)ccc2)ccc1. The result is 0 (inactive). (2) The result is 0 (inactive). The molecule is O1CCN(CC1)c1ccc(NC(=O)COc2c(cccc2C)C)cc1. (3) The drug is S(c1ncccc1c1[nH]c2c(n1)cccc2)CC(=O)N(C)C. The result is 0 (inactive). (4) The compound is O=C1N(CC(O)COc2ccc(OCCCCCC)cc2)C(=O)NC1(C)C. The result is 0 (inactive). (5) The molecule is S(=O)(=O)(c1nnn2c3c(scc3)c(NC3CCCCC3)nc12)c1ccccc1. The result is 0 (inactive). (6) The drug is S(c1ccc(cc1)/C=N\Nc1nc(cc(n1)C)C)C. The result is 0 (inactive). (7) The compound is Fc1c(NC(=O)NC(=O)COC(=O)c2c(OC)cc(OC)cc2)cccc1. The result is 0 (inactive). (8) The drug is Brc1c(C(=O)N\N=C\c2cc(COc3ccccc3)c(OC)cc2)cccc1. The result is 0 (inactive).